Dataset: NCI-60 drug combinations with 297,098 pairs across 59 cell lines. Task: Regression. Given two drug SMILES strings and cell line genomic features, predict the synergy score measuring deviation from expected non-interaction effect. (1) Drug 1: C1=C(C(=O)NC(=O)N1)F. Drug 2: C1C(C(OC1N2C=NC3=C2NC=NCC3O)CO)O. Cell line: A498. Synergy scores: CSS=47.0, Synergy_ZIP=-4.64, Synergy_Bliss=-9.41, Synergy_Loewe=-13.5, Synergy_HSA=-9.72. (2) Drug 1: CC1=C2C(C(=O)C3(C(CC4C(C3C(C(C2(C)C)(CC1OC(=O)C(C(C5=CC=CC=C5)NC(=O)OC(C)(C)C)O)O)OC(=O)C6=CC=CC=C6)(CO4)OC(=O)C)O)C)O. Drug 2: CCN(CC)CCCC(C)NC1=C2C=C(C=CC2=NC3=C1C=CC(=C3)Cl)OC. Cell line: HCT116. Synergy scores: CSS=53.7, Synergy_ZIP=1.43, Synergy_Bliss=6.48, Synergy_Loewe=8.78, Synergy_HSA=8.85. (3) Drug 1: C1CCC(C1)C(CC#N)N2C=C(C=N2)C3=C4C=CNC4=NC=N3. Drug 2: CC1=C(N=C(N=C1N)C(CC(=O)N)NCC(C(=O)N)N)C(=O)NC(C(C2=CN=CN2)OC3C(C(C(C(O3)CO)O)O)OC4C(C(C(C(O4)CO)O)OC(=O)N)O)C(=O)NC(C)C(C(C)C(=O)NC(C(C)O)C(=O)NCCC5=NC(=CS5)C6=NC(=CS6)C(=O)NCCC[S+](C)C)O. Cell line: MDA-MB-231. Synergy scores: CSS=10.1, Synergy_ZIP=-0.509, Synergy_Bliss=-4.80, Synergy_Loewe=-4.30, Synergy_HSA=-2.74. (4) Drug 1: C#CCC(CC1=CN=C2C(=N1)C(=NC(=N2)N)N)C3=CC=C(C=C3)C(=O)NC(CCC(=O)O)C(=O)O. Drug 2: CC1C(C(CC(O1)OC2CC(CC3=C2C(=C4C(=C3O)C(=O)C5=C(C4=O)C(=CC=C5)OC)O)(C(=O)CO)O)N)O.Cl. Cell line: EKVX. Synergy scores: CSS=5.90, Synergy_ZIP=-7.46, Synergy_Bliss=-11.5, Synergy_Loewe=-9.18, Synergy_HSA=-8.28.